Predict the product of the given reaction. From a dataset of Forward reaction prediction with 1.9M reactions from USPTO patents (1976-2016). Given the reactants C(=O)(OCC)O[CH2:3]/[CH:4]=[CH:5]/[C:6]1[CH:11]=[CH:10][CH:9]=[C:8]([C:12]#[N:13])[CH:7]=1.[C:18]([O:22][C:23]([N:25]1[CH2:30][CH2:29][CH:28]([O:31][C:32]2[CH:37]=[CH:36][C:35]([NH:38][S:39]([CH2:42][CH3:43])(=[O:41])=[O:40])=[CH:34][CH:33]=2)[CH2:27][CH2:26]1)=[O:24])([CH3:21])([CH3:20])[CH3:19], predict the reaction product. The product is: [C:18]([O:22][C:23]([N:25]1[CH2:30][CH2:29][CH:28]([O:31][C:32]2[CH:33]=[CH:34][C:35]([N:38]([CH2:3]/[CH:4]=[CH:5]/[C:6]3[CH:11]=[CH:10][CH:9]=[C:8]([C:12]#[N:13])[CH:7]=3)[S:39]([CH2:42][CH3:43])(=[O:41])=[O:40])=[CH:36][CH:37]=2)[CH2:27][CH2:26]1)=[O:24])([CH3:21])([CH3:20])[CH3:19].